The task is: Predict which catalyst facilitates the given reaction.. This data is from Catalyst prediction with 721,799 reactions and 888 catalyst types from USPTO. (1) Reactant: [CH3:1][O:2][C:3]1[C:4]([CH2:12][CH2:13][C:14]2[CH:18]=[CH:17][S:16][CH:15]=2)=[C:5]([CH2:9][CH2:10]O)[CH:6]=[CH:7][CH:8]=1.C1(P(C2C=CC=CC=2)C2C=CC=CC=2)C=CC=CC=1.[Br:38]N1C(=O)CCC1=O. Product: [Br:38][CH2:10][CH2:9][C:5]1[CH:6]=[CH:7][CH:8]=[C:3]([O:2][CH3:1])[C:4]=1[CH2:12][CH2:13][C:14]1[CH:18]=[CH:17][S:16][CH:15]=1. The catalyst class is: 2. (2) Reactant: [Cl:1][C:2]1[C:46]([Cl:47])=[CH:45][CH:44]=[CH:43][C:3]=1[CH2:4][N:5]([CH2:38][C:39]([F:42])([F:41])[F:40])[C:6](=[O:37])[CH:7]([CH2:17][C:18]1[CH:23]=[CH:22][C:21]([O:24][CH2:25][CH2:26][O:27][C:28]2[C:33]([Cl:34])=[CH:32][C:31]([CH3:35])=[CH:30][C:29]=2[Cl:36])=[CH:20][CH:19]=1)[CH2:8][NH:9]C(=O)OC(C)(C)C.Cl. Product: [NH2:9][CH2:8][CH:7]([CH2:17][C:18]1[CH:23]=[CH:22][C:21]([O:24][CH2:25][CH2:26][O:27][C:28]2[C:29]([Cl:36])=[CH:30][C:31]([CH3:35])=[CH:32][C:33]=2[Cl:34])=[CH:20][CH:19]=1)[C:6]([N:5]([CH2:4][C:3]1[CH:43]=[CH:44][CH:45]=[C:46]([Cl:47])[C:2]=1[Cl:1])[CH2:38][C:39]([F:42])([F:41])[F:40])=[O:37]. The catalyst class is: 2. (3) Reactant: [C:1]1([CH2:7][NH:8][CH:9]([CH3:13])[CH:10]([OH:12])[CH3:11])[CH:6]=[CH:5][CH:4]=[CH:3][CH:2]=1.N1C=CN=C1.Cl[Si:20]([C:33]([CH3:36])([CH3:35])[CH3:34])([C:27]1[CH:32]=[CH:31][CH:30]=[CH:29][CH:28]=1)[C:21]1[CH:26]=[CH:25][CH:24]=[CH:23][CH:22]=1. Product: [CH3:36][C:33]([Si:20]([C:27]1[CH:32]=[CH:31][CH:30]=[CH:29][CH:28]=1)([C:21]1[CH:22]=[CH:23][CH:24]=[CH:25][CH:26]=1)[O:12][CH:10]([CH3:11])[CH:9]([NH:8][CH2:7][C:1]1[CH:6]=[CH:5][CH:4]=[CH:3][CH:2]=1)[CH3:13])([CH3:34])[CH3:35]. The catalyst class is: 3. (4) Reactant: [CH:1](=[O:21])[CH2:2][CH2:3][CH2:4][CH2:5][CH2:6][CH2:7][CH2:8][CH2:9][CH2:10][CH2:11][CH2:12][CH2:13][CH2:14][CH2:15][CH2:16][CH2:17][CH2:18][CH2:19][CH3:20].[CH2:22]([Mg]Br)[CH2:23][CH2:24][CH2:25][CH2:26][CH2:27][CH2:28][CH2:29][CH2:30][CH3:31]. Product: [CH3:22][CH2:23][CH2:24][CH2:25][CH2:26][CH2:27][CH2:28][CH2:29][CH2:30][CH2:31][CH:1]([OH:21])[CH2:2][CH2:3][CH2:4][CH2:5][CH2:6][CH2:7][CH2:8][CH2:9][CH2:10][CH2:11][CH2:12][CH2:13][CH2:14][CH2:15][CH2:16][CH2:17][CH2:18][CH2:19][CH3:20]. The catalyst class is: 27. (5) Reactant: [CH3:1][O:2][C:3]1[CH:4]=[C:5]([NH:11][C:12]2[N:17]=[C:16]([N:18]3[C:22]([CH3:23])=[CH:21][C:20]([C:24]([F:27])([F:26])[F:25])=[N:19]3)[C:15]([C:28]3[CH:29]=[C:30]([C:34](O)=[O:35])[CH:31]=[N:32][CH:33]=3)=[CH:14][N:13]=2)[CH:6]=[C:7]([O:9][CH3:10])[CH:8]=1.CCN(CC)CC.CN(C(ON1N=NC2C=CC=NC1=2)=[N+](C)C)C.F[P-](F)(F)(F)(F)F.C1C=NC2N(O)N=NC=2C=1.Cl.[NH2:79][CH2:80][CH2:81][S:82]([CH3:85])(=[O:84])=[O:83]. Product: [CH3:1][O:2][C:3]1[CH:4]=[C:5]([NH:11][C:12]2[N:17]=[C:16]([N:18]3[C:22]([CH3:23])=[CH:21][C:20]([C:24]([F:25])([F:26])[F:27])=[N:19]3)[C:15]([C:28]3[CH:29]=[C:30]([C:34]([NH:79][CH2:80][CH2:81][S:82]([CH3:85])(=[O:84])=[O:83])=[O:35])[CH:31]=[N:32][CH:33]=3)=[CH:14][N:13]=2)[CH:6]=[C:7]([O:9][CH3:10])[CH:8]=1. The catalyst class is: 665.